This data is from Ames mutagenicity test results for genotoxicity prediction. The task is: Regression/Classification. Given a drug SMILES string, predict its toxicity properties. Task type varies by dataset: regression for continuous values (e.g., LD50, hERG inhibition percentage) or binary classification for toxic/non-toxic outcomes (e.g., AMES mutagenicity, cardiotoxicity, hepatotoxicity). Dataset: ames. (1) The molecule is Cc1cc(C)c2ccccc2c1. The result is 0 (non-mutagenic). (2) The result is 1 (mutagenic). The drug is O=[N+]([O-])c1cc(CCl)cc([N+](=O)[O-])c1. (3) The molecule is CCS(=O)CCSP(=O)(OC)OC. The result is 1 (mutagenic). (4) The result is 1 (mutagenic). The compound is c1ccc2cc(C3CO3)ccc2c1. (5) The molecule is CC(=O)OC1(C(C)=O)CCC2C3CC(C)C4=CC(=O)CCC4(C)C3CCC21C. The result is 0 (non-mutagenic). (6) The molecule is CC(=O)ON(C)c1ccc(N=Nc2ccccc2)cc1. The result is 1 (mutagenic). (7) The drug is O=c1ccc2c(cc3ccc4cccc5ccc2c3c45)c1=O. The result is 1 (mutagenic).